This data is from Catalyst prediction with 721,799 reactions and 888 catalyst types from USPTO. The task is: Predict which catalyst facilitates the given reaction. (1) Reactant: [C:1](C1NC=CN=1)(C1NC=CN=1)=[O:2].[F:13][C:14]([F:18])([F:17])[CH2:15][NH2:16].[Cl:19][C:20]1[CH:21]=[C:22]([C:27]2([C:43]([F:46])([F:45])[F:44])[O:31][N:30]=[C:29]([C:32]3[CH:41]=[CH:40][C:35]([C:36]([NH:38][OH:39])=[O:37])=[C:34]([CH3:42])[CH:33]=3)[CH2:28]2)[CH:23]=[C:24]([Cl:26])[CH:25]=1. Product: [F:13][C:14]([F:18])([F:17])[CH2:15][NH:16][C:1]([O:39][NH:38][C:36](=[O:37])[C:35]1[CH:40]=[CH:41][C:32]([C:29]2[CH2:28][C:27]([C:22]3[CH:23]=[C:24]([Cl:26])[CH:25]=[C:20]([Cl:19])[CH:21]=3)([C:43]([F:44])([F:46])[F:45])[O:31][N:30]=2)=[CH:33][C:34]=1[CH3:42])=[O:2]. The catalyst class is: 7. (2) Reactant: [C:1]([O:5][C:6]([N:8]1[CH2:13][CH2:12][CH:11]([OH:14])[CH2:10][CH2:9]1)=[O:7])([CH3:4])([CH3:3])[CH3:2].[CH:15]([C:18]1[CH:23]=[C:22]([N+:24]([O-:26])=[O:25])[CH:21]=[CH:20][C:19]=1O)([CH3:17])[CH3:16].C1(P(C2C=CC=CC=2)C2C=CC=CC=2)C=CC=CC=1.N(C(OCC)=O)=NC(OCC)=O. Product: [C:1]([O:5][C:6]([N:8]1[CH2:13][CH2:12][CH:11]([O:14][C:19]2[CH:20]=[CH:21][C:22]([N+:24]([O-:26])=[O:25])=[CH:23][C:18]=2[CH:15]([CH3:17])[CH3:16])[CH2:10][CH2:9]1)=[O:7])([CH3:4])([CH3:2])[CH3:3]. The catalyst class is: 4. (3) Reactant: Cl.C(=[N:15][C:16]1[CH:17]=[C:18]([CH:32]=[C:33]([CH3:35])[CH:34]=1)[O:19][C:20]1[N:25]=[CH:24][N:23]=[C:22]([NH:26][C:27]([CH:29]2[CH2:31][CH2:30]2)=[O:28])[CH:21]=1)(C1C=CC=CC=1)C1C=CC=CC=1. Product: [NH2:15][C:16]1[CH:17]=[C:18]([CH:32]=[C:33]([CH3:35])[CH:34]=1)[O:19][C:20]1[N:25]=[CH:24][N:23]=[C:22]([NH:26][C:27]([CH:29]2[CH2:31][CH2:30]2)=[O:28])[CH:21]=1. The catalyst class is: 1. (4) Reactant: [CH3:1][CH:2]([NH2:24])[C:3]#[C:4][C:5]1[S:9][C:8]([O:10][C:11]2[CH:16]=[CH:15][C:14]([O:17][C:18]3[CH:23]=[CH:22][CH:21]=[CH:20][CH:19]=3)=[CH:13][CH:12]=2)=[N:7][CH:6]=1.[O:25]([C:27]#[N:28])[K]. Product: [CH3:1][CH:2]([NH:24][C:27]([NH2:28])=[O:25])[C:3]#[C:4][C:5]1[S:9][C:8]([O:10][C:11]2[CH:16]=[CH:15][C:14]([O:17][C:18]3[CH:23]=[CH:22][CH:21]=[CH:20][CH:19]=3)=[CH:13][CH:12]=2)=[N:7][CH:6]=1. The catalyst class is: 86. (5) Reactant: Cl.[C:2]1([C:8]([CH:10]2[CH2:15][CH2:14][NH:13][CH2:12][CH2:11]2)=[O:9])[CH:7]=[CH:6][CH:5]=[CH:4][CH:3]=1.C(=O)([O-])[O-].[K+].[K+].Cl[C:23]([O:25][CH2:26][C:27]1[CH:32]=[CH:31][CH:30]=[CH:29][CH:28]=1)=[O:24]. Product: [C:8]([CH:10]1[CH2:15][CH2:14][N:13]([C:23]([O:25][CH2:26][C:27]2[CH:32]=[CH:31][CH:30]=[CH:29][CH:28]=2)=[O:24])[CH2:12][CH2:11]1)(=[O:9])[C:2]1[CH:3]=[CH:4][CH:5]=[CH:6][CH:7]=1. The catalyst class is: 56.